From a dataset of Reaction yield outcomes from USPTO patents with 853,638 reactions. Predict the reaction yield, written as a fraction of the theoretical maximum amount of product (1.0 means a 100% yield; for example, 0.34 means a 34% yield). (1) The reactants are [Br:1][C:2]1[CH:3]=[C:4]([C:8]2([C:18]3[CH:23]=[CH:22][CH:21]=[C:20]([OH:24])[CH:19]=3)[C:12]3=[N:13][CH2:14][CH2:15][CH2:16][N:11]3[C:10](=[S:17])[NH:9]2)[CH:5]=[CH:6][CH:7]=1.[CH3:25][S:26](Cl)(=[O:28])=[O:27]. No catalyst specified. The product is [CH3:25][S:26]([O:24][C:20]1[CH:21]=[CH:22][CH:23]=[C:18]([C:8]2([C:4]3[CH:5]=[CH:6][CH:7]=[C:2]([Br:1])[CH:3]=3)[C:12]3=[N:13][CH2:14][CH2:15][CH2:16][N:11]3[C:10](=[S:17])[NH:9]2)[CH:19]=1)(=[O:28])=[O:27]. The yield is 0.590. (2) The reactants are [NH2:1][C:2]1[CH:3]=[C:4]([CH:17]=[CH:18][CH:19]=1)[O:5][C:6]1[C:15]2[N:14]=[CH:13][C:12](=[O:16])[NH:11][C:10]=2[N:9]=[CH:8][CH:7]=1.[C:20]([C:24]1[CH:25]=[C:26]([CH:30]=[CH:31][CH:32]=1)[C:27](Cl)=[O:28])([CH3:23])([CH3:22])[CH3:21]. No catalyst specified. The product is [C:20]([C:24]1[CH:25]=[C:26]([CH:30]=[CH:31][CH:32]=1)[C:27]([NH:1][C:2]1[CH:19]=[CH:18][CH:17]=[C:4]([O:5][C:6]2[C:15]3[N:14]=[CH:13][C:12](=[O:16])[NH:11][C:10]=3[N:9]=[CH:8][CH:7]=2)[CH:3]=1)=[O:28])([CH3:23])([CH3:21])[CH3:22]. The yield is 0.450. (3) The reactants are [NH2:1][C:2]1[CH:7]=[CH:6][C:5]([OH:8])=[C:4]([Cl:9])[C:3]=1[Cl:10].C([O-])([O-])=O.[K+].[K+].Cl[C:18]1[CH:23]=[CH:22][N:21]=[C:20]([NH2:24])[C:19]=1[N+:25]([O-:27])=[O:26]. The catalyst is CN(C=O)C. The product is [NH2:1][C:2]1[CH:7]=[CH:6][C:5]([O:8][C:18]2[CH:23]=[CH:22][N:21]=[C:20]([NH2:24])[C:19]=2[N+:25]([O-:27])=[O:26])=[C:4]([Cl:9])[C:3]=1[Cl:10]. The yield is 0.700. (4) The reactants are [CH3:1][OH:2].[Li+].[OH-:4].Cl.[CH2:6]1[CH2:10]O[CH2:8][CH2:7]1. The catalyst is O. The product is [CH2:7]([C:6]1[CH:10]=[C:8](/[CH:10]=[CH:6]/[C:7]2[CH:8]=[CH:7][CH:6]=[CH:10][CH:8]=2)[CH:7]=[CH:6][C:10]=1[C:1]([OH:4])=[O:2])[CH3:8]. The yield is 0.830. (5) The reactants are [CH3:1][O:2][C:3](=[O:13])[O:4][C:5]1[CH:10]=[CH:9][C:8]([F:11])=[CH:7][C:6]=1[CH3:12].[N+:14]([O-])([O-:16])=[O:15].[K+]. The catalyst is S(=O)(=O)(O)O. The product is [CH3:1][O:2][C:3](=[O:13])[O:4][C:5]1[CH:10]=[C:9]([N+:14]([O-:16])=[O:15])[C:8]([F:11])=[CH:7][C:6]=1[CH3:12]. The yield is 0.110. (6) The reactants are C(OC([N:8]1[CH2:11][CH:10]([C:12]2[C:17]([C:18]3[CH:19]=[C:20]([CH3:24])[CH:21]=[CH:22][CH:23]=3)=[N:16][CH:15]=[CH:14][N:13]=2)[CH2:9]1)=O)(C)(C)C.[ClH:25].CO. The product is [ClH:25].[NH:8]1[CH2:11][CH:10]([C:12]2[C:17]([C:18]3[CH:19]=[C:20]([CH3:24])[CH:21]=[CH:22][CH:23]=3)=[N:16][CH:15]=[CH:14][N:13]=2)[CH2:9]1. No catalyst specified. The yield is 0.992. (7) The reactants are S(Cl)(Cl)=O.[NH2:5][C@@H:6]([CH2:10][C:11]#[CH:12])[C:7]([OH:9])=[O:8].[O:13](C(OC(C)(C)C)=O)[C:14]([O:16][C:17]([CH3:20])([CH3:19])[CH3:18])=O.[C:28]([O-])(O)=O.[Na+]. The catalyst is CO.C(OCC)(=O)C. The product is [CH3:18][C:17]([O:16][C:14]([NH:5][C@@H:6]([CH2:10][C:11]#[CH:12])[C:7]([O:9][CH3:28])=[O:8])=[O:13])([CH3:20])[CH3:19]. The yield is 0.730. (8) The reactants are C[N:2](C)[CH:3]=[N:4][C:5]([C:7]1[CH:8]=[C:9]2[N:15]([N:16]=1)[C:14]1[CH:17]=[C:18]([Br:21])[CH:19]=[CH:20][C:13]=1[O:12][CH2:11][CH2:10]2)=O.Cl.[CH:24]([NH:27]N)([CH3:26])[CH3:25]. The catalyst is C(O)(=O)C. The product is [Br:21][C:18]1[CH:19]=[CH:20][C:13]2[O:12][CH2:11][CH2:10][C:9]3[N:15]([N:16]=[C:7]([C:5]4[N:27]([CH:24]([CH3:26])[CH3:25])[N:2]=[CH:3][N:4]=4)[CH:8]=3)[C:14]=2[CH:17]=1. The yield is 0.760.